This data is from Full USPTO retrosynthesis dataset with 1.9M reactions from patents (1976-2016). The task is: Predict the reactants needed to synthesize the given product. (1) Given the product [CH3:1][C@H:2]1[C:40](=[CH2:41])[C@@H:39]2[O:42][C@@H:4]([CH2:5][CH2:6][C@@H:7]3[O:12][C@@H:11]([CH2:13][CH2:14][C@@:15]45[O:24][C@H:23]6[C@H:25]7[O:31][C@@H:30]([CH2:32][C:33]([CH2:35][C@@H:36]8[C@@H:45]([O:46][CH3:47])[C@@H:44]([CH2:48][C@H:49]([OH:52])[CH2:50][NH2:55])[O:43][C@H:37]8[CH2:38]2)=[O:34])[CH2:29][CH2:28][C@@H:26]7[O:27][C@@H:20]2[C@H:21]6[O:22][C@@H:17]([C@@H:18]2[O:19]4)[CH2:16]5)[CH2:10][C:8]3=[CH2:9])[CH2:3]1, predict the reactants needed to synthesize it. The reactants are: [CH3:1][C@H:2]1[C:40](=[CH2:41])[C@@H:39]2[O:42][C@@H:4]([CH2:5][CH2:6][C@@H:7]3[O:12][C@@H:11]([CH2:13][CH2:14][C@@:15]45[O:24][C@H:23]6[C@H:25]7[O:31][C@@H:30]([CH2:32][C:33]([CH2:35][C@@H:36]8[C@@H:45]([O:46][CH3:47])[C@@H:44]([CH2:48][C@H:49]([OH:52])[CH2:50]O)[O:43][C@H:37]8[CH2:38]2)=[O:34])[CH2:29][CH2:28][C@@H:26]7[O:27][CH:20]2[C@H:21]6[O:22][C@H:17]([C@@H:18]2[O:19]4)[CH2:16]5)[CH2:10][C:8]3=[CH2:9])[CH2:3]1.[F-].[K+].[N:55]1C(C)=CC(C)=CC=1C.N1C=CC=CC=1.O(S(C1C=CC(C)=CC=1)(=O)=O)S(C1C=CC(C)=CC=1)(=O)=O. (2) The reactants are: [CH2:1]([O:8][C:9]1[CH:10]=[C:11]2[C:15](=[CH:16][C:17]=1[CH3:18])[NH:14][C:13](C(O)=O)=[CH:12]2)[C:2]1[CH:7]=[CH:6][CH:5]=[CH:4][CH:3]=1.Cl. Given the product [CH2:1]([O:8][C:9]1[CH:10]=[C:11]2[C:15](=[CH:16][C:17]=1[CH3:18])[NH:14][CH:13]=[CH:12]2)[C:2]1[CH:3]=[CH:4][CH:5]=[CH:6][CH:7]=1, predict the reactants needed to synthesize it. (3) Given the product [CH2:14]([NH:21][C:22]([C:24]1[S:28][C:27]([NH:29][C:9](=[O:10])[C:8]2[CH:12]=[CH:13][C:5]([S:2]([CH3:1])(=[O:4])=[O:3])=[CH:6][CH:7]=2)=[N:26][C:25]=1[CH3:30])=[O:23])[C:15]1[CH:20]=[CH:19][CH:18]=[CH:17][CH:16]=1, predict the reactants needed to synthesize it. The reactants are: [CH3:1][S:2]([C:5]1[CH:13]=[CH:12][C:8]([C:9](Cl)=[O:10])=[CH:7][CH:6]=1)(=[O:4])=[O:3].[CH2:14]([NH:21][C:22]([C:24]1[S:28][C:27]([NH2:29])=[N:26][C:25]=1[CH3:30])=[O:23])[C:15]1[CH:20]=[CH:19][CH:18]=[CH:17][CH:16]=1. (4) Given the product [Cl:26][C:27]1[CH:32]=[CH:31][C:30]([O:18][C@@H:16]([CH3:17])[CH2:15][CH2:14][O:13][C:10]2[CH:11]=[CH:12][C:7]([CH2:6][CH2:5][C:4]([OH:3])=[O:25])=[C:8]([CH2:23][CH3:24])[CH:9]=2)=[C:29]([O:34][C:35]2[CH:40]=[CH:39][CH:38]=[CH:37][C:36]=2[CH3:41])[CH:28]=1, predict the reactants needed to synthesize it. The reactants are: C([O:3][C:4](=[O:25])[CH2:5][CH2:6][C:7]1[CH:12]=[CH:11][C:10]([O:13][CH2:14][CH2:15][C@H:16]([O:18]S(C)(=O)=O)[CH3:17])=[CH:9][C:8]=1[CH2:23][CH3:24])C.[Cl:26][C:27]1[CH:32]=[CH:31][C:30](O)=[C:29]([O:34][C:35]2[CH:40]=[CH:39][CH:38]=[CH:37][C:36]=2[CH3:41])[CH:28]=1. (5) Given the product [F:24][C:23]([F:26])([F:25])[S:20]([NH:19][C:16]1[CH:17]=[CH:18][C:13]([C:10]2[O:9][C:8]([C:5]3[CH:4]=[CH:3][C:2]([NH:1][S:20]([C:23]([F:24])([F:25])[F:26])(=[O:21])=[O:22])=[CH:7][CH:6]=3)=[N:12][N:11]=2)=[CH:14][CH:15]=1)(=[O:22])=[O:21], predict the reactants needed to synthesize it. The reactants are: [NH2:1][C:2]1[CH:7]=[CH:6][C:5]([C:8]2[O:9][C:10]([C:13]3[CH:18]=[CH:17][C:16]([NH2:19])=[CH:15][CH:14]=3)=[N:11][N:12]=2)=[CH:4][CH:3]=1.[S:20](O[S:20]([C:23]([F:26])([F:25])[F:24])(=[O:22])=[O:21])([C:23]([F:26])([F:25])[F:24])(=[O:22])=[O:21]. (6) Given the product [CH3:16][O:15][C:11](=[O:14])[CH:12]=[CH:13][C:2]1[CH:10]=[C:9]2[C:5]([CH:6]=[CH:7][NH:8]2)=[CH:4][CH:3]=1, predict the reactants needed to synthesize it. The reactants are: Br[C:2]1[CH:10]=[C:9]2[C:5]([CH:6]=[CH:7][NH:8]2)=[CH:4][CH:3]=1.[C:11]([O:15][CH3:16])(=[O:14])[CH:12]=[CH2:13]. (7) Given the product [CH2:17]1[O:18][C:12]2([CH2:13][CH2:14][C:9]([C:5]3[CH:6]=[CH:7][CH:8]=[C:3]([C:1]#[N:2])[CH:4]=3)=[CH:10][CH2:11]2)[O:15][CH2:16]1, predict the reactants needed to synthesize it. The reactants are: [C:1]([C:3]1[CH:4]=[C:5]([C:9]2[CH2:14][CH2:13][C:12](=[O:15])[CH2:11][CH:10]=2)[CH:6]=[CH:7][CH:8]=1)#[N:2].[CH2:16](O)[CH2:17][OH:18]. (8) Given the product [CH3:55][C:56]([CH3:60])([CH2:2][C:1](=[O:3])[O:4][C@H:5]1[CH2:22][CH2:21][C@@:20]2([CH3:23])[C@@H:7]([CH2:8][CH2:9][C@:10]3([CH3:46])[C@@H:19]2[CH2:18][CH2:17][C@H:16]2[C@@:11]3([CH3:45])[CH2:12][CH2:13][C@@:14]3([C:30](=[O:44])[NH:31][C@@H:32]4[CH2:36][CH2:35][C@H:34]([CH2:37][N:38]5[CH2:43][CH2:42][O:41][CH2:40][CH2:39]5)[CH2:33]4)[CH2:26][CH2:25][C@@H:24]([C:27]([CH3:29])=[CH2:28])[C@@H:15]32)[C:6]1([CH3:48])[CH3:47])[C:57]([OH:62])=[O:58], predict the reactants needed to synthesize it. The reactants are: [C:1]([O:4][C@H:5]1[CH2:22][CH2:21][C@@:20]2([CH3:23])[C@@H:7]([CH2:8][CH2:9][C@:10]3([CH3:46])[C@@H:19]2[CH2:18][CH2:17][C@H:16]2[C@@:11]3([CH3:45])[CH2:12][CH2:13][C@@:14]3([C:30](=[O:44])[NH:31][C@@H:32]4[CH2:36][CH2:35][C@H:34]([CH2:37][N:38]5[CH2:43][CH2:42][O:41][CH2:40][CH2:39]5)[CH2:33]4)[CH2:26][CH2:25][C@@H:24]([C:27]([CH3:29])=[CH2:28])[C@@H:15]32)[C:6]1([CH3:48])[CH3:47])(=[O:3])[CH3:2].N1C=CC=CC=1.[CH3:55][C:56]1(C)[CH2:60]C(=O)[O:58][C:57]1=[O:62].